From a dataset of Catalyst prediction with 721,799 reactions and 888 catalyst types from USPTO. Predict which catalyst facilitates the given reaction. (1) Reactant: [F:1][C:2]1[S:6][C:5]2[CH:7]=[CH:8][C:9]([F:11])=[CH:10][C:4]=2[CH:3]=1.[N:12]1[CH:17]=[CH:16][CH:15]=[N:14][CH:13]=1.O. Product: [F:1][C:2]1[S:6][C:5]2[CH:7]=[CH:8][C:9]([F:11])=[CH:10][C:4]=2[C:3]=1[CH:15]1[NH:14][CH:13]=[N:12][CH:17]=[CH:16]1. The catalyst class is: 67. (2) Reactant: [C:1]([C:3]1[CH:23]=[CH:22][C:6]2[NH:7][C:8](=[O:21])[C@@H:9]([NH:13][C:14](=[O:20])[O:15][C:16]([CH3:19])([CH3:18])[CH3:17])[C@H:10]([CH3:12])[NH:11][C:5]=2[CH:4]=1)#[N:2].CS(O[CH2:29][C:30]1[C:39]2[C:34](=[CH:35][CH:36]=[CH:37][CH:38]=2)[N:33]=[CH:32][C:31]=1[CH:40]1[CH2:42][CH2:41]1)(=O)=O.C(=O)([O-])[O-].[Cs+].[Cs+]. Product: [C:1]([C:3]1[CH:23]=[CH:22][C:6]2[N:7]([CH2:29][C:30]3[C:39]4[C:34](=[CH:35][CH:36]=[CH:37][CH:38]=4)[N:33]=[CH:32][C:31]=3[CH:40]3[CH2:41][CH2:42]3)[C:8](=[O:21])[C@@H:9]([NH:13][C:14](=[O:20])[O:15][C:16]([CH3:18])([CH3:19])[CH3:17])[C@H:10]([CH3:12])[NH:11][C:5]=2[CH:4]=1)#[N:2]. The catalyst class is: 31. (3) Reactant: [N:1]1[CH:6]=[CH:5][C:4]([O:7][C:8]2[CH:9]=[C:10]([CH:23]=[CH:24][CH:25]=2)[CH2:11][NH:12][C@@H:13]2[C:22]3[C:17](=[CH:18][CH:19]=[CH:20][CH:21]=3)[CH2:16][CH2:15][CH2:14]2)=[CH:3][CH:2]=1.C(N(C(C)C)CC)(C)C.[CH:35]1[C:40]2[C:41]([O:43][C:44](=[O:45])[C:39]=2[CH:38]=[C:37]2[C:46]([O:48][C:49](=[O:50])[C:36]=12)=[O:47])=[O:42].C([O-])([O-])=[O:52].[Na+].[Na+]. Product: [N:1]1[CH:2]=[CH:3][C:4]([O:7][C:8]2[CH:9]=[C:10]([CH:23]=[CH:24][CH:25]=2)[CH2:11][N:12]([C@@H:13]2[C:22]3[C:17](=[CH:18][CH:19]=[CH:20][CH:21]=3)[CH2:16][CH2:15][CH2:14]2)[C:41]([C:40]2[CH:35]=[C:36]([C:49]([OH:48])=[O:50])[C:37]([C:46]([OH:52])=[O:47])=[CH:38][C:39]=2[C:44]([OH:43])=[O:45])=[O:42])=[CH:5][CH:6]=1. The catalyst class is: 1. (4) Reactant: [CH:1]1([CH2:4][C:5](=O)/[C:6](/[C:11]2[CH:16]=[CH:15][N:14]=[C:13]([NH:17][C:18]3[CH:23]=[CH:22][N:21]=[CH:20][CH:19]=3)[N:12]=2)=[CH:7]\N(C)C)[CH2:3][CH2:2]1.[OH:25][CH2:26][CH2:27][NH:28][C:29]([NH2:31])=[NH:30].C(=O)([O-])[O-].[K+].[K+]. Product: [CH:1]1([CH2:4][C:5]2[C:6]([C:11]3[CH:16]=[CH:15][N:14]=[C:13]([NH:17][C:18]4[CH:19]=[CH:20][N:21]=[CH:22][CH:23]=4)[N:12]=3)=[CH:7][N:31]=[C:29]([NH:28][CH2:27][CH2:26][OH:25])[N:30]=2)[CH2:3][CH2:2]1. The catalyst class is: 3. (5) Reactant: [H-].[Na+].[C:3]([O:7][CH3:8])(=[O:6])[CH2:4][CH3:5].C([O:11][CH3:12])=O.[C:13]1([CH3:23])[CH:18]=[CH:17][C:16]([S:19](Cl)(=[O:21])=[O:20])=[CH:15][CH:14]=1. Product: [CH3:5]/[C:4](=[CH:12]\[O:11][S:19]([C:16]1[CH:17]=[CH:18][C:13]([CH3:23])=[CH:14][CH:15]=1)(=[O:21])=[O:20])/[C:3]([O:7][CH3:8])=[O:6]. The catalyst class is: 3. (6) Reactant: [C:1]([OH:13])(=[O:12])/[CH:2]=[CH:3]/[C:4]1[CH:11]=[CH:10][C:8]([OH:9])=[C:6]([OH:7])[CH:5]=1.[CH3:14]C1C=CC(S(O)(=O)=O)=CC=1.COC(OC)(C)C. Product: [C:1]([O:13][CH3:14])(=[O:12])/[CH:2]=[CH:3]/[C:4]1[CH:11]=[CH:10][C:8]([OH:9])=[C:6]([OH:7])[CH:5]=1. The catalyst class is: 5. (7) Reactant: C([O:8][CH2:9][CH2:10][C@H:11]([NH:28][C:29]1[N:37]=[CH:36][N:35]=[C:34]2[C:30]=1[NH:31][CH:32]=[N:33]2)[C:12]1[N:16]([C:17]2[CH:22]=[CH:21][CH:20]=[CH:19][N:18]=2)[C:15]2[CH:23]=[C:24]([F:27])[CH:25]=[CH:26][C:14]=2[N:13]=1)C1C=CC=CC=1.B(Br)(Br)Br.CO. Product: [F:27][C:24]1[CH:25]=[CH:26][C:14]2[N:13]=[C:12]([C@@H:11]([NH:28][C:29]3[N:37]=[CH:36][N:35]=[C:34]4[C:30]=3[N:31]=[CH:32][NH:33]4)[CH2:10][CH2:9][OH:8])[N:16]([C:17]3[CH:22]=[CH:21][CH:20]=[CH:19][N:18]=3)[C:15]=2[CH:23]=1. The catalyst class is: 2. (8) Product: [NH2:20][C:17]1[CH:18]=[CH:19][C:5]([O:4][CH:1]([CH3:3])[CH3:2])=[C:6]([CH:16]=1)[CH2:7][NH:8][C:9](=[O:15])[O:10][C:11]([CH3:12])([CH3:13])[CH3:14]. The catalyst class is: 19. Reactant: [CH:1]([O:4][C:5]1[CH:19]=[CH:18][C:17]([N+:20]([O-])=O)=[CH:16][C:6]=1[CH2:7][NH:8][C:9](=[O:15])[O:10][C:11]([CH3:14])([CH3:13])[CH3:12])([CH3:3])[CH3:2]. (9) Reactant: Br[C:2]1[CH:3]=[C:4]2[C:9](=[CH:10][CH:11]=1)[CH:8]=[C:7]([C:12]1[C:25]3[C:26]4=[C:27]5[C:22](=[CH:23][CH:24]=3)[CH:21]=[CH:20][CH:19]=[C:18]5[CH:17]=[CH:16][C:15]4=[CH:14][CH:13]=1)[CH:6]=[CH:5]2.[CH3:28][C:29]1([CH3:63])[C:53]2[C:33]([CH:34]=[C:35]3[CH:52]=[C:51]4[C:38]([C:39]5[C:44]([C:45]6[C:50]4=[CH:49][CH:48]=[CH:47][CH:46]=6)=[CH:43][CH:42]=[CH:41][CH:40]=5)=[CH:37][C:36]3=2)=[CH:32][C:31](B2OC(C)(C)C(C)(C)O2)=[CH:30]1.C([O-])([O-])=O.[Na+].[Na+].CCO. Product: [CH3:63][C:29]1([CH3:28])[C:53]2[C:33]([CH:34]=[C:35]3[CH:52]=[C:51]4[C:38]([C:39]5[C:44]([C:45]6[C:50]4=[CH:49][CH:48]=[CH:47][CH:46]=6)=[CH:43][CH:42]=[CH:41][CH:40]=5)=[CH:37][C:36]3=2)=[CH:32][C:31]([C:2]2[CH:11]=[CH:10][C:9]3[C:4](=[CH:5][CH:6]=[C:7]([C:12]4[C:25]5[C:26]6=[C:27]7[C:22](=[CH:23][CH:24]=5)[CH:21]=[CH:20][CH:19]=[C:18]7[CH:17]=[CH:16][C:15]6=[CH:14][CH:13]=4)[CH:8]=3)[CH:3]=2)=[CH:30]1. The catalyst class is: 206. (10) Reactant: [OH:1][CH:2]1[CH2:7][CH2:6][CH:5]([NH:8][C:9](=[O:15])[O:10][C:11]([CH3:14])([CH3:13])[CH3:12])[CH2:4][CH2:3]1.[CH3:16][S:17](Cl)(=[O:19])=[O:18]. Product: [CH3:16][S:17]([O:1][CH:2]1[CH2:7][CH2:6][CH:5]([NH:8][C:9]([O:10][C:11]([CH3:12])([CH3:14])[CH3:13])=[O:15])[CH2:4][CH2:3]1)(=[O:19])=[O:18]. The catalyst class is: 2.